Dataset: Forward reaction prediction with 1.9M reactions from USPTO patents (1976-2016). Task: Predict the product of the given reaction. (1) Given the reactants [CH3:1][C:2]1[CH:3]=[N:4][N:5]([CH2:7][C:8]2[CH:13]=[CH:12][C:11]([CH2:14]O)=[CH:10][CH:9]=2)[CH:6]=1.[NH:16]1[CH:20]=[C:19]([C:21]([O:23][CH2:24][CH3:25])=[O:22])[CH:18]=[N:17]1.C1(P(C2C=CC=CC=2)C2C=CC=CC=2)C=CC=CC=1.N(/C(OC(C)C)=O)=N\C(OC(C)C)=O, predict the reaction product. The product is: [CH3:1][C:2]1[CH:3]=[N:4][N:5]([CH2:7][C:8]2[CH:13]=[CH:12][C:11]([CH2:14][N:16]3[CH:20]=[C:19]([C:21]([O:23][CH2:24][CH3:25])=[O:22])[CH:18]=[N:17]3)=[CH:10][CH:9]=2)[CH:6]=1. (2) Given the reactants FC(F)(F)C(O)=O.FC(F)(F)C(O)=O.[O:15]([C:22]1[C:27]2[C:28]([NH:31][CH2:32][CH:33]3[CH2:38][CH2:37][NH:36][CH2:35][CH2:34]3)=[N:29][NH:30][C:26]=2[CH:25]=[CH:24][N:23]=1)[C:16]1[CH:21]=[CH:20][CH:19]=[CH:18][CH:17]=1.Cl.Cl.Cl.[N:42]1[CH:47]=[CH:46][CH:45]=[CH:44][C:43]=1[C:48]1[S:49][C:50]([CH2:53]N2CCC(CN)CC2)=[CH:51][N:52]=1.C(O[BH-](OC(=O)C)OC(=O)C)(=O)C.C[N+](C)(C)C, predict the reaction product. The product is: [O:15]([C:22]1[C:27]2[C:28]([NH:31][CH2:32][CH:33]3[CH2:38][CH2:37][N:36]([CH2:53][C:50]4[S:49][C:48]([C:43]5[CH:44]=[CH:45][CH:46]=[CH:47][N:42]=5)=[N:52][CH:51]=4)[CH2:35][CH2:34]3)=[N:29][NH:30][C:26]=2[CH:25]=[CH:24][N:23]=1)[C:16]1[CH:17]=[CH:18][CH:19]=[CH:20][CH:21]=1. (3) Given the reactants C([O:3][C:4](=[O:32])[CH2:5][S:6][C:7]1[S:11][C:10]([NH:12][C:13]([N:15]([C:23]2[CH:31]=[CH:30][C:26]3[O:27][CH2:28][O:29][C:25]=3[CH:24]=2)CC2CCCCC2)=[O:14])=[N:9][CH:8]=1)C.C1(CN([C:52]2[CH:57]=[CH:56][C:55](S(C)(=O)=O)=[CH:54][CH:53]=2)C(=O)NC2SC=C(CC(O)=O)N=2)CCCC1.O1C2C=CC(NCC3CCCCC3)=CC=2O[CH2:63]1.C(OC(=O)CSC1SC(N)=NC=1)C, predict the reaction product. The product is: [O:27]1[C:26]2[CH:30]=[CH:31][C:23]([N:15]([CH:52]3[CH2:57][CH2:56][CH2:55][CH2:54][CH2:53]3)[C:13](=[O:14])[N:12]([CH3:63])[C:10]3[S:11][C:7]([S:6][CH2:5][C:4]([OH:3])=[O:32])=[CH:8][N:9]=3)=[CH:24][C:25]=2[O:29][CH2:28]1. (4) The product is: [C:39]([O:38][C:36](=[O:37])[CH2:35][N:34]([C:11]([C:6]1[CH:7]=[CH:8][CH:9]=[C:10]2[C:5]=1[CH2:4][CH2:3][C:2]2=[O:1])=[O:13])[CH2:43][C:44]([O:46][C:47]([CH3:50])([CH3:49])[CH3:48])=[O:45])([CH3:42])([CH3:41])[CH3:40]. Given the reactants [O:1]=[C:2]1[C:10]2[CH:9]=[CH:8][CH:7]=[C:6]([C:11]([OH:13])=O)[C:5]=2[CH2:4][CH2:3]1.C(N=C=NC(C)C)(C)C.O.ON1C2C=CC=CC=2N=N1.[NH:34]([CH2:43][C:44]([O:46][C:47]([CH3:50])([CH3:49])[CH3:48])=[O:45])[CH2:35][C:36]([O:38][C:39]([CH3:42])([CH3:41])[CH3:40])=[O:37], predict the reaction product.